Dataset: Peptide-MHC class II binding affinity with 134,281 pairs from IEDB. Task: Regression. Given a peptide amino acid sequence and an MHC pseudo amino acid sequence, predict their binding affinity value. This is MHC class II binding data. (1) The peptide sequence is YDKFLANVSTALTGK. The MHC is DRB1_0401 with pseudo-sequence DRB1_0401. The binding affinity (normalized) is 0.677. (2) The peptide sequence is PDEYVEQVAQYKALP. The MHC is DRB5_0101 with pseudo-sequence DRB5_0101. The binding affinity (normalized) is 0.818. (3) The peptide sequence is GSLQIVDKIDAAFKI. The MHC is DRB1_1501 with pseudo-sequence DRB1_1501. The binding affinity (normalized) is 0.505. (4) The peptide sequence is RLTYQWHKEGSSIGK. The MHC is HLA-DQA10303-DQB10402 with pseudo-sequence HLA-DQA10303-DQB10402. The binding affinity (normalized) is 0.